Dataset: Full USPTO retrosynthesis dataset with 1.9M reactions from patents (1976-2016). Task: Predict the reactants needed to synthesize the given product. (1) Given the product [Br:12][C:6]1[CH:5]=[C:4]([S:8]([N:19]2[C:28]3[C:23](=[CH:24][CH:25]=[CH:26][CH:27]=3)[CH2:22][CH2:21][CH2:20]2)(=[O:10])=[O:9])[CH:3]=[N:2][CH:7]=1, predict the reactants needed to synthesize it. The reactants are: Cl.[N:2]1[CH:7]=[CH:6][CH:5]=[C:4]([S:8](Cl)(=[O:10])=[O:9])[CH:3]=1.[Br:12]Br.C(=O)([O-])O.[Na+].[NH:19]1[C:28]2[C:23](=[CH:24][CH:25]=[CH:26][CH:27]=2)[CH2:22][CH2:21][CH2:20]1. (2) Given the product [Cl:26][C:27]1[CH:28]=[C:29]([N:33]2[C:4](=[O:5])[C:6]3[CH:7]=[N:8][C:9]4[C:10]([O:24][CH3:25])=[CH:11][CH:12]=[CH:13][C:14]=4[C:15]=3[N:16]([CH:17]3[CH2:22][CH2:21][CH:20]([CH3:23])[CH2:19][CH2:18]3)[C:34]2=[O:35])[CH:30]=[CH:31][CH:32]=1, predict the reactants needed to synthesize it. The reactants are: C(O[C:4]([C:6]1[CH:7]=[N:8][C:9]2[C:14]([C:15]=1[NH:16][CH:17]1[CH2:22][CH2:21][CH:20]([CH3:23])[CH2:19][CH2:18]1)=[CH:13][CH:12]=[CH:11][C:10]=2[O:24][CH3:25])=[O:5])C.[Cl:26][C:27]1[CH:32]=[CH:31][CH:30]=[C:29]([N:33]=[C:34]=[O:35])[CH:28]=1. (3) Given the product [Br:1][C:2]1[CH:9]=[CH:8][C:7]([CH3:10])=[CH:6][C:3]=1[CH:25]([O:26][CH3:27])[O:24][CH3:23], predict the reactants needed to synthesize it. The reactants are: [Br:1][C:2]1[CH:9]=[CH:8][C:7]([CH3:10])=[CH:6][C:3]=1C=O.O.C1(C)C=CC(S(O)(=O)=O)=CC=1.[CH3:23][O:24][CH:25](OC)[O:26][CH3:27]. (4) The reactants are: C(O[C:6](=O)[N:7]([C@H:9]1[C@H:13]([C:14]2[CH:19]=[CH:18][C:17]([Cl:20])=[C:16]([Cl:21])[CH:15]=2)[CH2:12][N:11]([C:22](=[O:31])[C:23]2[CH:28]=[CH:27][C:26]([C:29]#[N:30])=[CH:25][CH:24]=2)[CH2:10]1)C)(C)(C)C.C(O)(C(F)(F)F)=O. Given the product [Cl:21][C:16]1[CH:15]=[C:14]([C@H:13]2[C@H:9]([NH:7][CH3:6])[CH2:10][N:11]([C:22]([C:23]3[CH:24]=[CH:25][C:26]([C:29]#[N:30])=[CH:27][CH:28]=3)=[O:31])[CH2:12]2)[CH:19]=[CH:18][C:17]=1[Cl:20], predict the reactants needed to synthesize it. (5) Given the product [CH2:19]([C:14]1[CH:15]=[C:16]([CH3:18])[CH:17]=[C:12]([CH2:10][CH3:11])[C:13]=1[C:2]1[C:3](=[O:9])[CH2:4][CH2:5][C:6]=1[O:7][CH3:8])[CH3:20], predict the reactants needed to synthesize it. The reactants are: Br[C:2]1[C:3](=[O:9])[CH2:4][CH2:5][C:6]=1[O:7][CH3:8].[CH2:10]([C:12]1[CH:17]=[C:16]([CH3:18])[CH:15]=[C:14]([CH2:19][CH3:20])[C:13]=1B(O)O)[CH3:11].P([O-])([O-])([O-])=O.[K+].[K+].[K+].C1(P(C2CCCCC2)C2C=CC=CC=2C2C(OC)=CC=CC=2OC)CCCCC1. (6) The reactants are: [OH:1][CH2:2][C:3]1[CH:4]=[CH:5][C:6]([CH3:11])=[C:7]([CH:10]=1)[CH:8]=[O:9].OOS([O-])=O.[K+].Cl.[OH2:19].[CH3:20]O. Given the product [OH:1][CH2:2][C:3]1[CH:4]=[CH:5][C:6]([CH3:11])=[C:7]([CH:10]=1)[C:8]([O:19][CH3:20])=[O:9], predict the reactants needed to synthesize it. (7) Given the product [C:16]([C:15]1[CH:18]=[CH:19][C:12]([N:4]2[C@@H:5]([CH:7]3[CH2:11][CH2:10][CH2:9][CH2:8]3)[CH2:6][C:2]([C:29]3[CH:34]=[CH:33][C:32]([S:35]([NH2:38])(=[O:37])=[O:36])=[CH:31][CH:30]=3)=[N:3]2)=[N:13][C:14]=1[CH3:20])#[N:17], predict the reactants needed to synthesize it. The reactants are: Cl[C:2]1[CH2:6][C@H:5]([CH:7]2[CH2:11][CH2:10][CH2:9][CH2:8]2)[N:4]([C:12]2[CH:19]=[CH:18][C:15]([C:16]#[N:17])=[C:14]([CH3:20])[N:13]=2)[N:3]=1.CC1(C)C(C)(C)OB([C:29]2[CH:34]=[CH:33][C:32]([S:35]([NH2:38])(=[O:37])=[O:36])=[CH:31][CH:30]=2)O1.C(=O)([O-])[O-].[Cs+].[Cs+]. (8) Given the product [Br:1][C:2]1[C:7]([O:8][C:9]2[N:14]=[CH:13][C:12]([NH:15][C:25]([C:18]3[C:19]4[C:24](=[CH:23][CH:22]=[CH:21][CH:20]=4)[NH:16][CH:17]=3)=[O:26])=[CH:11][CH:10]=2)=[CH:6][CH:5]=[CH:4][N:3]=1, predict the reactants needed to synthesize it. The reactants are: [Br:1][C:2]1[C:7]([O:8][C:9]2[N:14]=[CH:13][C:12]([NH2:15])=[CH:11][CH:10]=2)=[CH:6][CH:5]=[CH:4][N:3]=1.[NH:16]1[C:24]2[C:19](=[CH:20][CH:21]=[CH:22][CH:23]=2)[C:18]([C:25](O)=[O:26])=[CH:17]1.C1CCC(N=C=NC2CCCCC2)CC1.